From a dataset of Full USPTO retrosynthesis dataset with 1.9M reactions from patents (1976-2016). Predict the reactants needed to synthesize the given product. (1) Given the product [NH2:19][CH2:20][C@@H:21]1[C@@H:29]([C@@:30]2([CH3:56])[CH2:35][CH2:34][C@H:33]([OH:36])[CH2:32][C@@H:31]2[CH2:54][OH:55])[CH2:28][CH2:27][C@@:26]2([CH3:57])[C@H:22]1[CH2:23][CH2:24][C@:25]2([C:59]1[CH:64]=[CH:63][CH:62]=[CH:61][CH:60]=1)[OH:58], predict the reactants needed to synthesize it. The reactants are: CCCC[N+](CCCC)(CCCC)CCCC.[F-].[NH2:19][CH2:20][C@@H:21]1[C@@H:29]([C@@:30]2([CH3:56])[CH2:35][CH2:34][C@H:33]([O:36][Si](C(C)(C)C)(C3C=CC=CC=3)C3C=CC=CC=3)[CH2:32][C@@H:31]2[CH2:54][OH:55])[CH2:28][CH2:27][C@@:26]2([CH3:57])[C@H:22]1[CH2:23][CH2:24][C@:25]2([C:59]1[CH:64]=[CH:63][CH:62]=[CH:61][CH:60]=1)[OH:58]. (2) Given the product [O:1]([C:8]1[CH:13]=[CH:12][CH:11]=[CH:10][C:9]=1[NH:14][S:15]([C:18]1[CH:19]=[CH:20][C:21]([C:22]([NH:42][C@H:39]2[CH2:40][CH2:41][C@H:36]([CH2:35][CH2:34][N:29]3[CH2:33][CH2:32][CH2:31][CH2:30]3)[CH2:37][CH2:38]2)=[O:23])=[CH:25][CH:26]=1)(=[O:17])=[O:16])[C:2]1[CH:7]=[CH:6][CH:5]=[CH:4][CH:3]=1, predict the reactants needed to synthesize it. The reactants are: [O:1]([C:8]1[CH:13]=[CH:12][CH:11]=[CH:10][C:9]=1[NH:14][S:15]([C:18]1[CH:26]=[CH:25][C:21]([C:22](O)=[O:23])=[CH:20][CH:19]=1)(=[O:17])=[O:16])[C:2]1[CH:7]=[CH:6][CH:5]=[CH:4][CH:3]=1.Cl.Cl.[N:29]1([CH2:34][CH2:35][C@H:36]2[CH2:41][CH2:40][C@H:39]([NH2:42])[CH2:38][CH2:37]2)[CH2:33][CH2:32][CH2:31][CH2:30]1.